This data is from Full USPTO retrosynthesis dataset with 1.9M reactions from patents (1976-2016). The task is: Predict the reactants needed to synthesize the given product. (1) The reactants are: [Cl:1][C:2]1[CH:3]=[C:4]([C@@H:12]([CH2:22][CH:23]2[CH2:27][CH2:26][CH2:25][CH2:24]2)[C:13]([NH:15][C:16]2[CH:20]=[CH:19][N:18]([CH3:21])[N:17]=2)=[O:14])[CH:5]=[CH:6][C:7]=1[S:8]([CH3:11])(=[O:10])=[O:9].C(Cl)(=O)C(Cl)=O.N1C(C)=CC=CC=1C.[CH3:42][S:43](CN1C=CC(N)=N1)(=[O:45])=[O:44]. Given the product [Cl:1][C:2]1[CH:3]=[C:4]([C@@H:12]([CH2:22][CH:23]2[CH2:24][CH2:25][CH2:26][CH2:27]2)[C:13]([NH:15][C:16]2[CH:20]=[CH:19][N:18]([CH2:21][S:43]([CH3:42])(=[O:45])=[O:44])[N:17]=2)=[O:14])[CH:5]=[CH:6][C:7]=1[S:8]([CH3:11])(=[O:10])=[O:9], predict the reactants needed to synthesize it. (2) Given the product [Cl:34][C:35]1[CH:36]=[CH:37][C:38]([N:48]2[CH:52]=[C:51]([Cl:53])[N:50]=[N:49]2)=[C:39]([C:41]2[N:46]=[CH:45][N:23]([C@@H:10]3[C:7]4[CH:6]=[C:5]([CH:31]=[CH:9][CH:8]=4)[C:4]4[N:3]([CH:2]([F:32])[F:1])[N:19]=[CH:18][C:17]=4[NH:16][C:15](=[O:20])[C@H:14]([CH3:21])[CH2:13][CH:12]([F:22])[CH2:11]3)[C:24](=[O:25])[CH:42]=2)[CH:40]=1, predict the reactants needed to synthesize it. The reactants are: [F:1][CH:2]([F:32])[N:3]1[N:19]=[CH:18][C:17]2[NH:16][C:15](=[O:20])[C@H:14]([CH3:21])[CH2:13][CH:12]([F:22])[CH2:11][C@H:10]([NH:23][C:24](=O)[O:25]C(C)(C)C)[C:9]3[CH:31]=[C:5]([CH:6]=[CH:7][CH:8]=3)[C:4]1=2.Cl.[Cl:34][C:35]1[CH:36]=[CH:37][C:38]([N:48]2[CH:52]=[C:51]([Cl:53])[N:50]=[N:49]2)=[C:39]([C:41]2[N:46]=[CH:45]N=C(O)[CH:42]=2)[CH:40]=1.CN(C(ON1N=NC2C=CC=NC1=2)=[N+](C)C)C.F[P-](F)(F)(F)(F)F.C1CCN2C(=NCCC2)CC1. (3) Given the product [O:8]1[C:7]2[CH:2]=[CH:3][C:4]([CH2:13][N:14]([CH2:15][CH:16]([CH3:18])[CH3:17])[C:31]([CH:28]3[CH2:29][CH2:30][CH:26]([NH:25][C:19]4[CH:20]=[CH:21][CH:22]=[CH:23][CH:24]=4)[CH2:27]3)=[O:33])=[CH:5][C:6]=2[O:12][CH2:11][CH2:10][CH2:9]1, predict the reactants needed to synthesize it. The reactants are: Cl[C:2]1[C:7]2[O:8][CH2:9][CH2:10][CH2:11][O:12][C:6]=2[CH:5]=[C:4]([CH2:13][NH:14][CH2:15][CH:16]([CH3:18])[CH3:17])[CH:3]=1.[C:19]1([NH:25][CH:26]2[CH2:30][CH2:29][CH:28]([C:31]([OH:33])=O)[CH2:27]2)[CH:24]=[CH:23][CH:22]=[CH:21][CH:20]=1.Cl.C(N=C=NCCCN(C)C)C.O. (4) Given the product [F:1][C:2]1[CH:10]=[CH:9][C:5]([C:6]([O:8][CH2:14][CH3:15])=[O:7])=[CH:4][C:3]=1[N+:11]([O-:13])=[O:12], predict the reactants needed to synthesize it. The reactants are: [F:1][C:2]1[CH:10]=[CH:9][C:5]([C:6]([OH:8])=[O:7])=[CH:4][C:3]=1[N+:11]([O-:13])=[O:12].[CH2:14](O)[CH3:15].S(=O)(=O)(O)O. (5) The reactants are: [NH2:1][C:2]1[C:10]2[C:9]([C:11]3[CH:16]=[C:15]([O:17][CH3:18])[CH:14]=[C:13]([Cl:19])[CH:12]=3)=[N:8][C:7](S(C)=O)=[N:6][C:5]=2[S:4][C:3]=1[C:23]([NH2:25])=[O:24].CN([CH:29]=[O:30])C. Given the product [CH2:3]([C@H:2]([NH:1][C:7]1[N:8]=[C:9]([C:11]2[CH:16]=[C:15]([O:17][CH3:18])[CH:14]=[C:13]([Cl:19])[CH:12]=2)[C:10]2[C:2]([NH2:1])=[C:3]([C:23]([NH2:25])=[O:24])[S:4][C:5]=2[N:6]=1)[CH2:29][OH:30])[CH3:23], predict the reactants needed to synthesize it. (6) Given the product [OH:8][C@H:6]([CH3:7])[CH2:5][N:4]([S:16]([C:19]1[CH:25]=[CH:24][C:14]([CH3:15])=[CH:21][CH:20]=1)(=[O:18])=[O:17])[CH2:3][CH2:2][O:1][S:16]([C:19]1[CH:25]=[CH:24][C:22]([CH3:23])=[CH:21][CH:20]=1)(=[O:18])=[O:17], predict the reactants needed to synthesize it. The reactants are: [OH:1][CH2:2][CH2:3][NH:4][CH2:5][C@H:6]([OH:8])[CH3:7].CCN([CH2:14][CH3:15])CC.[S:16](Cl)([C:19]1[CH:25]=[CH:24][C:22]([CH3:23])=[CH:21][CH:20]=1)(=[O:18])=[O:17]. (7) The reactants are: [F:1][C:2]([F:13])([F:12])[CH2:3][O:4][C:5]1[CH:10]=[C:9](N)[CH:8]=[CH:7][N:6]=1.ClC1[N:20]=C(N)C=CC=1. Given the product [F:1][C:2]([F:13])([F:12])[CH2:3][O:4][C:5]1[N:6]=[C:7]([NH2:20])[CH:8]=[CH:9][CH:10]=1, predict the reactants needed to synthesize it. (8) Given the product [Cl:1][C:2]1[CH:7]=[C:6]([NH:8][C:9]2[C:12](=[O:13])[C:11](=[O:15])[C:10]=2[NH:3][C@@H:2]([C:18]2[CH:17]=[CH:11][CH:12]=[CH:9][CH:10]=2)[CH3:7])[CH:5]=[CH:4][N:3]=1, predict the reactants needed to synthesize it. The reactants are: [Cl:1][C:2]1[CH:7]=[C:6]([NH:8][C:9]2[C:10](=O)[C:11](=[O:15])[C:12]=2[O:13]C)[CH:5]=[CH:4][N:3]=1.[CH2:17](O)[CH3:18]. (9) Given the product [Br:8][C:6]1[CH:5]=[CH:4][N:3]([CH3:11])[C:2](=[O:1])[CH:7]=1, predict the reactants needed to synthesize it. The reactants are: [OH:1][C:2]1[CH:7]=[C:6]([Br:8])[CH:5]=[CH:4][N:3]=1.[H-].[Na+].[CH3:11]I.O.